This data is from Catalyst prediction with 721,799 reactions and 888 catalyst types from USPTO. The task is: Predict which catalyst facilitates the given reaction. (1) Reactant: [C:1]([C:4]1[CH:5]=[C:6]([CH:11]=[C:12]([Br:15])[C:13]=1[OH:14])[C:7]([O:9][CH3:10])=[O:8])(=[O:3])[CH3:2].C[Si]([N-][Si](C)(C)C)(C)C.[Li+].[C:26](=S)=[S:27].OS(O)(=O)=O.S. Product: [Br:15][C:12]1[CH:11]=[C:6]([C:7]([O:9][CH3:10])=[O:8])[CH:5]=[C:4]2[C:13]=1[O:14][C:26](=[S:27])[CH:2]=[C:1]2[OH:3]. The catalyst class is: 677. (2) Reactant: [H-].[Na+].Br[C:4]1[CH:8]=[CH:7][S:6][C:5]=1[C:9]1[S:10][C:11]2[CH:17]=[CH:16][C:15]([C:18]([F:21])([F:20])[F:19])=[CH:14][C:12]=2[N:13]=1.[CH2:22]([SH:24])[CH3:23].O. Product: [CH2:22]([S:24][C:4]1[CH:8]=[CH:7][S:6][C:5]=1[C:9]1[S:10][C:11]2[CH:17]=[CH:16][C:15]([C:18]([F:21])([F:20])[F:19])=[CH:14][C:12]=2[N:13]=1)[CH3:23]. The catalyst class is: 37. (3) Reactant: [C:1]([N:8]1[CH2:12][C@@H:11]([N:13]([CH:20]2[CH2:25][CH2:24][C:23]([CH3:27])([CH3:26])[CH2:22][CH2:21]2)[C:14](=[O:19])[C:15]([CH3:18])([CH3:17])[CH3:16])[CH2:10][C@H:9]1[CH2:28][NH2:29])([O:3][C:4]([CH3:7])([CH3:6])[CH3:5])=[O:2].Cl[C:31]([O:33][CH2:34][C:35]1[CH:40]=[CH:39][CH:38]=[CH:37][CH:36]=1)=[O:32]. Product: [C:1]([N:8]1[CH2:12][C@@H:11]([N:13]([CH:20]2[CH2:25][CH2:24][C:23]([CH3:27])([CH3:26])[CH2:22][CH2:21]2)[C:14](=[O:19])[C:15]([CH3:17])([CH3:18])[CH3:16])[CH2:10][C@H:9]1[CH2:28][NH:29][C:31]([O:33][CH2:34][C:35]1[CH:40]=[CH:39][CH:38]=[CH:37][CH:36]=1)=[O:32])([O:3][C:4]([CH3:5])([CH3:6])[CH3:7])=[O:2]. The catalyst class is: 2. (4) Reactant: [CH2:1]([O:3][C:4]([C:6]1[N:14]([CH3:15])[C:13]2[CH:12]=[CH:11][N:10]=[CH:9][C:8]=2[C:7]=1[NH:16][C:17]1[CH:22]=[CH:21][C:20]([Si](C)(C)C)=[CH:19][C:18]=1[F:27])=[O:5])[CH3:2].[I:28]Cl. Product: [CH2:1]([O:3][C:4]([C:6]1[N:14]([CH3:15])[C:13]2[CH:12]=[CH:11][N:10]=[CH:9][C:8]=2[C:7]=1[NH:16][C:17]1[CH:22]=[CH:21][C:20]([I:28])=[CH:19][C:18]=1[F:27])=[O:5])[CH3:2]. The catalyst class is: 2. (5) Reactant: [CH:1]([S:4][S:5][CH2:6][CH:7]([NH:17][C:18](=[O:24])[O:19][CH2:20][CH:21]([CH3:23])[CH3:22])[C:8](=[O:16])[NH:9][CH:10]1[CH2:15][CH2:14][NH:13][CH2:12][CH2:11]1)([CH3:3])[CH3:2].[O:25]=[P:26]([Cl:29])(Cl)[Cl:27].[CH3:30]CN(CC)CC. Product: [C:1]([S:4][S:5][CH2:6][CH:7]([NH:17][C:18](=[O:24])[O:19][CH2:20][CH:21]([CH3:23])[CH3:22])[C:8]([NH:9][CH:10]1[CH2:11][CH2:12][N:13]([P:26]([Cl:29])([Cl:27])=[O:25])[CH2:14][CH2:15]1)=[O:16])([CH3:30])([CH3:3])[CH3:2]. The catalyst class is: 2. (6) Reactant: [Cl:1][C:2]1[CH:7]=[CH:6][N:5]=[C:4]([N:8]2[C:15]3[C@H:14]4[CH2:16][C@H:13]4[CH2:12][C:11]=3[C:10]([C:17](O)=[O:18])=[N:9]2)[CH:3]=1.Cl.[NH2:21][C:22]([CH2:29][F:30])([CH2:27][F:28])[C:23](OC)=[O:24].C(N(CC)CC)C.CN(C(ON1N=NC2C=CC=NC1=2)=[N+](C)C)C.F[P-](F)(F)(F)(F)F. Product: [F:28][CH2:27][C:22]([NH:21][C:17]([C:10]1[C:11]2[CH2:12][C@@H:13]3[CH2:16][C@@H:14]3[C:15]=2[N:8]([C:4]2[CH:3]=[C:2]([Cl:1])[CH:7]=[CH:6][N:5]=2)[N:9]=1)=[O:18])([CH2:29][F:30])[CH2:23][OH:24]. The catalyst class is: 3. (7) Reactant: [F:1][C:2]1[CH:7]=[CH:6][C:5]([C:8]2[N:12]([CH2:13][C:14]3[CH:15]=[N:16][CH:17]=[CH:18][CH:19]=3)[N:11]=[C:10]([CH3:20])[CH:9]=2)=[CH:4][CH:3]=1.[Br:21]N1C(=O)CCC1=O. The catalyst class is: 10. Product: [Br:21][C:9]1[C:10]([CH3:20])=[N:11][N:12]([CH2:13][C:14]2[CH:15]=[N:16][CH:17]=[CH:18][CH:19]=2)[C:8]=1[C:5]1[CH:4]=[CH:3][C:2]([F:1])=[CH:7][CH:6]=1. (8) Reactant: Cl[C:2]1[C:11]2[C:6](=[CH:7][C:8]([O:12][CH3:13])=[CH:9][CH:10]=2)[CH2:5][CH2:4][C:3]=1[CH:14]=[O:15].[N:16]1([CH2:22][CH2:23][O:24][C:25]2[CH:30]=[CH:29][C:28]([OH:31])=[CH:27][CH:26]=2)[CH2:21][CH2:20][CH2:19][CH2:18][CH2:17]1.C(=O)([O-])[O-].[K+].[K+]. Product: [CH3:13][O:12][C:8]1[CH:7]=[C:6]2[C:11](=[CH:10][CH:9]=1)[C:2]([O:31][C:28]1[CH:29]=[CH:30][C:25]([O:24][CH2:23][CH2:22][N:16]3[CH2:21][CH2:20][CH2:19][CH2:18][CH2:17]3)=[CH:26][CH:27]=1)=[C:3]([CH:14]=[O:15])[CH2:4][CH2:5]2. The catalyst class is: 277. (9) Reactant: [OH:1][C:2]1[CH:3]=[C:4]2[C:8](=[CH:9][CH:10]=1)[NH:7][CH:6]=[CH:5]2.N1C=CN=C1.[Si:16](Cl)([C:19]([CH3:22])([CH3:21])[CH3:20])([CH3:18])[CH3:17]. Product: [Si:16]([O:1][C:2]1[CH:3]=[C:4]2[C:8](=[CH:9][CH:10]=1)[NH:7][CH:6]=[CH:5]2)([C:19]([CH3:22])([CH3:21])[CH3:20])([CH3:18])[CH3:17]. The catalyst class is: 2. (10) Reactant: [CH3:1][CH:2]1[CH2:6][CH2:5][N:4]([C:7]2[CH:11]=[CH:10][N:9]([CH3:12])[N:8]=2)[C:3]1=[O:13].[N+:14]([O-])([OH:16])=[O:15].C(=O)([O-])O.[Na+]. Product: [CH3:1][CH:2]1[CH2:6][CH2:5][N:4]([C:7]2[C:11]([N+:14]([O-:16])=[O:15])=[CH:10][N:9]([CH3:12])[N:8]=2)[C:3]1=[O:13]. The catalyst class is: 152.